Task: Predict the reaction yield, written as a fraction of the theoretical maximum amount of product (1.0 means a 100% yield; for example, 0.34 means a 34% yield).. Dataset: Reaction yield outcomes from USPTO patents with 853,638 reactions (1) The reactants are [C:1]([C:3]1[CH:4]=[CH:5][C:6]2[N:10]=[C:9]([O:11][CH2:12][CH2:13][F:14])[N:8]([C:15]3[CH:20]=[CH:19][N:18]=[C:17]([NH2:21])[N:16]=3)[C:7]=2[CH:22]=1)#[CH:2].C([N-]C(C)C)(C)C.[Li+].[N:31]1[CH:36]=[CH:35][CH:34]=[N:33][C:32]=1[C:37](=[O:39])[CH3:38]. The catalyst is O1CCCC1. The product is [NH2:21][C:17]1[N:16]=[C:15]([N:8]2[C:7]3[CH:22]=[C:3]([C:1]#[C:2][C:37]([C:32]4[N:33]=[CH:34][CH:35]=[CH:36][N:31]=4)([OH:39])[CH3:38])[CH:4]=[CH:5][C:6]=3[N:10]=[C:9]2[O:11][CH2:12][CH2:13][F:14])[CH:20]=[CH:19][N:18]=1. The yield is 0.0900. (2) The reactants are [C:1]([C:3]1[CH:8]=[CH:7][C:6]([NH:9][C:10](=[O:38])[CH2:11][C:12]2[CH:17]=[CH:16][C:15]([C:18]3[CH:19]=[N:20][C:21]([O:27]CC4C=CC(OC)=CC=4)=[CH:22][C:23]=3[O:24][CH2:25][CH3:26])=[CH:14][C:13]=2[F:37])=[CH:5][C:4]=1[C:39]([F:42])([F:41])[F:40])#[N:2].C(O)(C(F)(F)F)=O.[NH4+].[OH-]. The catalyst is C(Cl)Cl. The product is [C:1]([C:3]1[CH:8]=[CH:7][C:6]([NH:9][C:10](=[O:38])[CH2:11][C:12]2[CH:17]=[CH:16][C:15]([C:18]3[C:23]([O:24][CH2:25][CH3:26])=[CH:22][C:21](=[O:27])[NH:20][CH:19]=3)=[CH:14][C:13]=2[F:37])=[CH:5][C:4]=1[C:39]([F:41])([F:42])[F:40])#[N:2]. The yield is 0.648.